This data is from CYP3A4 inhibition data for predicting drug metabolism from PubChem BioAssay. The task is: Regression/Classification. Given a drug SMILES string, predict its absorption, distribution, metabolism, or excretion properties. Task type varies by dataset: regression for continuous measurements (e.g., permeability, clearance, half-life) or binary classification for categorical outcomes (e.g., BBB penetration, CYP inhibition). Dataset: cyp3a4_veith. (1) The drug is CC1(C)[C@@H]2CC[C@]1(CC(=O)O)[C@H](Cl)C2. The result is 0 (non-inhibitor). (2) The drug is C[C@H](O)[C@@H]1C(=O)N2C(C(=O)O)=C(SCCN=CN)C[C@@H]12. The result is 0 (non-inhibitor). (3) The compound is C[C@@]12CCC(=O)C=C1C[C@H](O)[C@@H]1[C@@H]2CC[C@]2(C)[C@H]1CC[C@]2(C)O. The result is 0 (non-inhibitor). (4) The molecule is O=c1c(-c2cccs2)nc2cnc(N3CCNCC3)nc2n1-c1ccccc1. The result is 1 (inhibitor).